The task is: Predict the reactants needed to synthesize the given product.. This data is from Full USPTO retrosynthesis dataset with 1.9M reactions from patents (1976-2016). Given the product [CH2:49]([S:46]([C:43]1[CH:44]=[CH:45][C:40]([C@@H:36]([NH:35][C:17]([C:13]2[CH:14]=[C:15]3[C:10](=[CH:11][CH:12]=2)[CH:9]([CH:32]([CH3:34])[CH3:33])[N:8]([C:6]([O:5][C:1]([CH3:3])([CH3:2])[CH3:4])=[O:7])[CH2:16]3)=[O:31])[CH2:37][CH2:38][OH:39])=[CH:41][CH:42]=1)(=[O:48])=[O:47])[CH3:50], predict the reactants needed to synthesize it. The reactants are: [C:1]([O:5][C:6]([N:8]1[CH2:16][C:15]2[C:10](=[CH:11][CH:12]=[C:13]([C:17](=[O:31])NCC3C=CC(S(CC)(=O)=O)=CN=3)[CH:14]=2)[CH:9]1[CH:32]([CH3:34])[CH3:33])=[O:7])([CH3:4])([CH3:3])[CH3:2].[NH2:35][C@H:36]([C:40]1[CH:45]=[CH:44][C:43]([S:46]([CH2:49][CH3:50])(=[O:48])=[O:47])=[CH:42][CH:41]=1)[CH2:37][CH2:38][OH:39].